This data is from Forward reaction prediction with 1.9M reactions from USPTO patents (1976-2016). The task is: Predict the product of the given reaction. (1) Given the reactants [CH:1]([C:4]1[CH:9]=[CH:8][CH:7]=[C:6]([CH3:10])[C:5]=1[N:11]=[C:12]([C:14]1[CH:19]=[CH:18][CH:17]=[C:16]([C:20](=[N:22][C:23]2[CH:28]=[CH:27][CH:26]=[CH:25][C:24]=2[CH:29]([CH3:31])[CH3:30])[CH3:21])[N:15]=1)[CH3:13])([CH3:3])[CH3:2].[Fe:32]([Cl:34])[Cl:33], predict the reaction product. The product is: [Fe:32]([Cl:34])[Cl:33].[CH:1]([C:4]1[CH:9]=[CH:8][CH:7]=[C:6]([CH3:10])[C:5]=1[N:11]=[C:12]([C:14]1[CH:19]=[CH:18][CH:17]=[C:16]([C:20](=[N:22][C:23]2[CH:28]=[CH:27][CH:26]=[CH:25][C:24]=2[CH:29]([CH3:31])[CH3:30])[CH3:21])[N:15]=1)[CH3:13])([CH3:3])[CH3:2]. (2) Given the reactants C(OC(=O)[CH:7]([C:10]1[N:15]=[CH:14][C:13]([Br:16])=[CH:12][N:11]=1)[C:8]#[N:9])(C)(C)C.FC(F)(F)C(O)=O, predict the reaction product. The product is: [Br:16][C:13]1[CH:12]=[N:11][C:10]([CH2:7][C:8]#[N:9])=[N:15][CH:14]=1. (3) Given the reactants [Cl:1][C:2]1[C:3]([C:9](=[N:24][OH:25])[CH2:10][NH:11][C:12](=[O:23])[C:13]2[CH:18]=[CH:17][CH:16]=[CH:15][C:14]=2[C:19]([F:22])([F:21])[F:20])=[N:4][CH:5]=[C:6]([Cl:8])[CH:7]=1.C(=O)([O-])[O-].[K+].[K+].Br[CH:33]([C:35]1[CH:40]=[CH:39][C:38]([F:41])=[CH:37][CH:36]=1)[CH3:34].O, predict the reaction product. The product is: [Cl:1][C:2]1[C:3]([C:9](=[N:24][O:25][CH:33]([C:35]2[CH:40]=[CH:39][C:38]([F:41])=[CH:37][CH:36]=2)[CH3:34])[CH2:10][NH:11][C:12](=[O:23])[C:13]2[CH:18]=[CH:17][CH:16]=[CH:15][C:14]=2[C:19]([F:20])([F:22])[F:21])=[N:4][CH:5]=[C:6]([Cl:8])[CH:7]=1. (4) Given the reactants [CH3:1][O:2][C:3]([C:5]1[CH:6]=[N:7][C:8]([N:11]2[CH2:36][CH2:35][C:14]3[NH:15][C:16]4[CH:17]=[CH:18][C:19]([C:22]5[CH:27]=[CH:26][CH:25]=[C:24]([CH2:28][N:29]6[CH2:34][CH2:33][NH:32][CH2:31][CH2:30]6)[CH:23]=5)=[CH:20][C:21]=4[C:13]=3[CH2:12]2)=[N:9][CH:10]=1)=[O:4].[CH3:37][S:38](Cl)(=[O:40])=[O:39], predict the reaction product. The product is: [CH3:1][O:2][C:3]([C:5]1[CH:6]=[N:7][C:8]([N:11]2[CH2:36][CH2:35][C:14]3[NH:15][C:16]4[CH:17]=[CH:18][C:19]([C:22]5[CH:27]=[CH:26][CH:25]=[C:24]([CH2:28][N:29]6[CH2:30][CH2:31][N:32]([S:38]([CH3:37])(=[O:40])=[O:39])[CH2:33][CH2:34]6)[CH:23]=5)=[CH:20][C:21]=4[C:13]=3[CH2:12]2)=[N:9][CH:10]=1)=[O:4]. (5) Given the reactants Br[C:2]1[C:7]([Cl:8])=[CH:6][CH:5]=[CH:4][C:3]=1[Cl:9].[Li]CCCC.[B:15](OC)([O:18]C)[O:16]C.O, predict the reaction product. The product is: [Cl:9][C:3]1[CH:4]=[CH:5][CH:6]=[C:7]([Cl:8])[C:2]=1[B:15]([OH:18])[OH:16]. (6) The product is: [Br:20][C:7]1[C:8]([C:13]#[N:14])=[N:9][N:10]([CH2:11][CH3:12])[C:6]=1[CH2:5][CH2:4][CH2:3][CH2:2][Cl:1]. Given the reactants [Cl:1][CH2:2][CH2:3][CH2:4][CH2:5][C:6]1[N:10]([CH2:11][CH3:12])[N:9]=[C:8]([C:13]#[N:14])[CH:7]=1.C([O-])(=O)C.[K+].[Br:20]Br, predict the reaction product.